Dataset: NCI-60 drug combinations with 297,098 pairs across 59 cell lines. Task: Regression. Given two drug SMILES strings and cell line genomic features, predict the synergy score measuring deviation from expected non-interaction effect. (1) Drug 1: CC1OCC2C(O1)C(C(C(O2)OC3C4COC(=O)C4C(C5=CC6=C(C=C35)OCO6)C7=CC(=C(C(=C7)OC)O)OC)O)O. Drug 2: C1CNP(=O)(OC1)N(CCCl)CCCl. Cell line: KM12. Synergy scores: CSS=16.4, Synergy_ZIP=3.79, Synergy_Bliss=6.55, Synergy_Loewe=-12.2, Synergy_HSA=0.0144. (2) Drug 1: C1CC(C1)(C(=O)O)C(=O)O.[NH2-].[NH2-].[Pt+2]. Drug 2: CC1=C2C(C(=O)C3(C(CC4C(C3C(C(C2(C)C)(CC1OC(=O)C(C(C5=CC=CC=C5)NC(=O)C6=CC=CC=C6)O)O)OC(=O)C7=CC=CC=C7)(CO4)OC(=O)C)O)C)OC(=O)C. Cell line: UACC-257. Synergy scores: CSS=3.43, Synergy_ZIP=-2.77, Synergy_Bliss=0.172, Synergy_Loewe=-19.2, Synergy_HSA=-3.37. (3) Drug 1: C1CCC(CC1)NC(=O)N(CCCl)N=O. Drug 2: COC1=NC(=NC2=C1N=CN2C3C(C(C(O3)CO)O)O)N. Cell line: SK-MEL-2. Synergy scores: CSS=9.66, Synergy_ZIP=2.20, Synergy_Bliss=8.84, Synergy_Loewe=-1.11, Synergy_HSA=3.51. (4) Drug 1: CC1C(C(CC(O1)OC2CC(CC3=C2C(=C4C(=C3O)C(=O)C5=C(C4=O)C(=CC=C5)OC)O)(C(=O)C)O)N)O.Cl. Drug 2: C1=NC2=C(N=C(N=C2N1C3C(C(C(O3)CO)O)O)F)N. Synergy scores: CSS=25.4, Synergy_ZIP=-2.79, Synergy_Bliss=8.58, Synergy_Loewe=5.81, Synergy_HSA=5.83. Cell line: SK-MEL-5. (5) Drug 1: C1=CC(=CC=C1CC(C(=O)O)N)N(CCCl)CCCl.Cl. Drug 2: CC1C(C(CC(O1)OC2CC(OC(C2O)C)OC3=CC4=CC5=C(C(=O)C(C(C5)C(C(=O)C(C(C)O)O)OC)OC6CC(C(C(O6)C)O)OC7CC(C(C(O7)C)O)OC8CC(C(C(O8)C)O)(C)O)C(=C4C(=C3C)O)O)O)O. Cell line: SF-539. Synergy scores: CSS=32.0, Synergy_ZIP=-5.55, Synergy_Bliss=3.93, Synergy_Loewe=1.87, Synergy_HSA=2.48. (6) Synergy scores: CSS=7.87, Synergy_ZIP=-5.58, Synergy_Bliss=-5.07, Synergy_Loewe=-15.7, Synergy_HSA=-6.49. Cell line: DU-145. Drug 2: CC1CCC2CC(C(=CC=CC=CC(CC(C(=O)C(C(C(=CC(C(=O)CC(OC(=O)C3CCCCN3C(=O)C(=O)C1(O2)O)C(C)CC4CCC(C(C4)OC)OCCO)C)C)O)OC)C)C)C)OC. Drug 1: CC(C1=C(C=CC(=C1Cl)F)Cl)OC2=C(N=CC(=C2)C3=CN(N=C3)C4CCNCC4)N.